Dataset: Full USPTO retrosynthesis dataset with 1.9M reactions from patents (1976-2016). Task: Predict the reactants needed to synthesize the given product. (1) Given the product [F:1][C:2]1[CH:16]=[CH:15][C:5]([O:6][C:7]2[CH:14]=[CH:13][C:10](/[CH:11]=[C:21]3/[C:20](=[O:32])[NH:19][C:18](=[O:23])[O:17]/3)=[CH:9][CH:8]=2)=[CH:4][CH:3]=1, predict the reactants needed to synthesize it. The reactants are: [F:1][C:2]1[CH:16]=[CH:15][C:5]([O:6][C:7]2[CH:14]=[CH:13][C:10]([CH:11]=O)=[CH:9][CH:8]=2)=[CH:4][CH:3]=1.[O:17]1[C:21](=O)[CH2:20][NH:19][C:18]1=[O:23].N1CCCCC1.C(O)(=[O:32])C. (2) Given the product [CH3:30][O:29][C:27](=[O:28])[NH:8][C:5]1[CH:6]=[CH:7][C:2]([Cl:1])=[C:3]([C:9]2[N:13]([CH3:14])[C:12]3[CH:15]=[CH:16][C:17]([CH3:19])=[CH:18][C:11]=3[N:10]=2)[CH:4]=1, predict the reactants needed to synthesize it. The reactants are: [Cl:1][C:2]1[CH:7]=[CH:6][C:5]([NH2:8])=[CH:4][C:3]=1[C:9]1[N:13]([CH3:14])[C:12]2[CH:15]=[CH:16][C:17]([CH3:19])=[CH:18][C:11]=2[N:10]=1.N1C=CC=CC=1.Cl[C:27]([O:29][CH3:30])=[O:28]. (3) Given the product [Br:14][C:15]1[N:16]=[CH:17][N:18]([C:2]2[CH:11]=[CH:10][C:5]([C:6]([OH:8])=[O:7])=[CH:4][C:3]=2[O:12][CH3:13])[CH:19]=1, predict the reactants needed to synthesize it. The reactants are: F[C:2]1[CH:11]=[CH:10][C:5]([C:6]([O:8]C)=[O:7])=[CH:4][C:3]=1[O:12][CH3:13].[Br:14][C:15]1[N:16]=[CH:17][NH:18][CH:19]=1.C(=O)([O-])[O-].[K+].[K+].C(OCC)(=O)C. (4) Given the product [OH:1][Si:2]1([CH2:8][CH2:9][CH2:10][CH2:11][C:12]([O:14][C:36]2[CH:37]=[CH:38][C:33]([N+:30]([O-:32])=[O:31])=[CH:34][CH:35]=2)=[O:13])[CH2:7][CH2:6][CH2:5][CH2:4][CH2:3]1, predict the reactants needed to synthesize it. The reactants are: [OH:1][Si:2]1([CH2:8][CH2:9][CH2:10][CH2:11][C:12]([OH:14])=[O:13])[CH2:7][CH2:6][CH2:5][CH2:4][CH2:3]1.C1(N=C=NC2CCCCC2)CCCCC1.[N+:30]([C:33]1[CH:38]=[CH:37][C:36](O)=[CH:35][CH:34]=1)([O-:32])=[O:31]. (5) Given the product [C:12]([O:16][C:17](=[O:36])[N:18]([CH2:28][C:29]1[CH:34]=[CH:33][C:32]([Cl:35])=[CH:31][CH:30]=1)[C:19]1[CH:24]=[CH:23][C:22]([CH:25]([OH:26])[C:3]2[C:4]3[C:5](=[N:6][CH:7]=[CH:8][CH:9]=3)[NH:1][CH:2]=2)=[C:21]([Cl:27])[N:20]=1)([CH3:15])([CH3:13])[CH3:14], predict the reactants needed to synthesize it. The reactants are: [NH:1]1[C:5]2=[N:6][CH:7]=[CH:8][CH:9]=[C:4]2[CH:3]=[CH:2]1.[OH-].[Na+].[C:12]([O:16][C:17](=[O:36])[N:18]([CH2:28][C:29]1[CH:34]=[CH:33][C:32]([Cl:35])=[CH:31][CH:30]=1)[C:19]1[CH:24]=[CH:23][C:22]([CH:25]=[O:26])=[C:21]([Cl:27])[N:20]=1)([CH3:15])([CH3:14])[CH3:13].O. (6) The reactants are: [NH2:1][C:2]1[N:3]=[C:4]([NH2:13])[C:5]2[N:11]=[C:10](Cl)[CH:9]=[CH:8][C:6]=2[N:7]=1.C([O-])([O-])=O.[K+].[K+].[Cl:20][C:21]1[CH:22]=[C:23](B(O)O)[CH:24]=[CH:25][C:26]=1[O:27][CH3:28]. Given the product [NH2:1][C:2]1[N:3]=[C:4]([NH2:13])[C:5]2[N:11]=[C:10]([C:23]3[CH:24]=[CH:25][C:26]([O:27][CH3:28])=[C:21]([Cl:20])[CH:22]=3)[CH:9]=[CH:8][C:6]=2[N:7]=1, predict the reactants needed to synthesize it.